Dataset: Peptide-MHC class II binding affinity with 134,281 pairs from IEDB. Task: Regression. Given a peptide amino acid sequence and an MHC pseudo amino acid sequence, predict their binding affinity value. This is MHC class II binding data. (1) The peptide sequence is AGDLGRDELMELASD. The MHC is H-2-IAb with pseudo-sequence H-2-IAb. The binding affinity (normalized) is 0. (2) The peptide sequence is KSAFQSSVASGFIGF. The MHC is DRB1_1302 with pseudo-sequence DRB1_1302. The binding affinity (normalized) is 0.0930. (3) The peptide sequence is ADNSLDYAANFSHML. The MHC is DRB1_0701 with pseudo-sequence DRB1_0701. The binding affinity (normalized) is 0.655. (4) The peptide sequence is GQFRVIGPRHPIRAL. The MHC is DRB1_0901 with pseudo-sequence DRB1_0901. The binding affinity (normalized) is 0.699. (5) The binding affinity (normalized) is 0.428. The MHC is DRB1_0404 with pseudo-sequence DRB1_0404. The peptide sequence is DFHPGAGKTRRFLPQ. (6) The peptide sequence is AGTNYNKTVASLMNA. The MHC is HLA-DPA10103-DPB10401 with pseudo-sequence HLA-DPA10103-DPB10401. The binding affinity (normalized) is 0.146. (7) The peptide sequence is GELQIVDSIDAAFKI. The MHC is DRB1_0701 with pseudo-sequence DRB1_0701. The binding affinity (normalized) is 0.660.